From a dataset of Full USPTO retrosynthesis dataset with 1.9M reactions from patents (1976-2016). Predict the reactants needed to synthesize the given product. (1) The reactants are: Cl.Cl.[C:3]([C:7]1[CH:12]=[CH:11][CH:10]=[CH:9][C:8]=1[N:13]1[CH2:18][CH2:17][NH:16][CH2:15][CH2:14]1)([CH3:6])([CH3:5])[CH3:4].[CH3:19][C:20]1[NH:21][CH:22]=[C:23]([C:25](O)=[O:26])[N:24]=1.C(N(CC)CC)C.CCN=C=NCCCN(C)C.C1C=CC2N(O)N=NC=2C=1.C([O-])(O)=O.[Na+]. Given the product [C:3]([C:7]1[CH:12]=[CH:11][CH:10]=[CH:9][C:8]=1[N:13]1[CH2:18][CH2:17][N:16]([C:25]([C:23]2[N:24]=[C:20]([CH3:19])[NH:21][CH:22]=2)=[O:26])[CH2:15][CH2:14]1)([CH3:6])([CH3:4])[CH3:5], predict the reactants needed to synthesize it. (2) Given the product [F:54][C:52]1[C:51]([F:55])=[CH:50][C:49]2[N:45]([CH2:44][C:78]3[CH:85]=[CH:84][C:81]([C:82]#[N:83])=[CH:80][C:79]=3[F:86])[C:46]([C:56]3[CH:61]=[CH:60][CH:59]=[CH:58][C:57]=3[O:62][CH3:63])=[N:47][C:48]=2[CH:53]=1, predict the reactants needed to synthesize it. The reactants are: ClC1C=CC(C2N(CC3C=CC(CCC(O)=O)=CC=3)C3C=C(F)C(F)=CC=3N=2)=C(OCC2CCCC2)C=1.C1([CH2:44][N:45]2[C:49]3[CH:50]=[C:51]([F:55])[C:52]([F:54])=[CH:53][C:48]=3[N:47]=[C:46]2[C:56]2[CH:61]=[CH:60][CH:59]=[CH:58][C:57]=2[O:62][CH2:63]C2C=CC(C3NN=NN=3)=CC=2F)CCCCC1.BrC[C:78]1[CH:85]=[CH:84][C:81]([C:82]#[N:83])=[CH:80][C:79]=1[F:86]. (3) Given the product [F:12][C:7]1[C:6]([O:13][C:14]2[CH:19]=[CH:18][C:17]([CH3:20])=[CH:16][CH:15]=2)=[C:5]([OH:4])[CH:10]=[C:9]([F:11])[CH:8]=1, predict the reactants needed to synthesize it. The reactants are: C([O:4][C:5]1[CH:10]=[C:9]([F:11])[CH:8]=[C:7]([F:12])[C:6]=1[O:13][C:14]1[CH:19]=[CH:18][C:17]([CH3:20])=[CH:16][CH:15]=1)(=O)C.[OH-].[K+].Cl.CCOC(C)=O. (4) Given the product [CH3:1][S:2]([C:3]1[CH:4]=[CH:5][C:6]([C:9]2[O:13][N:12]=[CH:11][C:10]=2[CH2:14][CH2:15][CH2:16][OH:17])=[CH:7][CH:8]=1)=[O:26], predict the reactants needed to synthesize it. The reactants are: [CH3:1][S:2][C:3]1[CH:8]=[CH:7][C:6]([C:9]2[O:13][N:12]=[CH:11][C:10]=2[CH2:14][CH2:15][CH2:16][OH:17])=[CH:5][CH:4]=1.ClC1C=CC=C(C(OO)=[O:26])C=1.O. (5) Given the product [ClH:19].[CH2:1]([O:3][C:4]([C:6]1([NH2:18])[CH2:8][CH:7]1[CH:9]=[CH2:10])=[O:5])[CH3:2], predict the reactants needed to synthesize it. The reactants are: [CH2:1]([O:3][C:4]([C:6]1([NH2:18])[CH2:8][C:7]1(C(OC(C)(C)C)=O)[CH:9]=[CH2:10])=[O:5])[CH3:2].[ClH:19].O1CCOCC1. (6) Given the product [CH2:1]([O:4][C:5](=[O:38])[C@@H:6]([NH:25][C:26](=[O:37])[C:27]1[C:28]([F:36])=[CH:29][C:30]([CH2:34][NH:35][CH2:34][C:30]2[CH:29]=[C:28]([F:36])[C:27]([C:26](=[O:37])[NH:25][C@H:6]([C:5]([O:4][CH2:1][CH2:2][CH3:3])=[O:38])[CH2:7][C:8]3[CH:9]=[CH:10][C:11]([C:14]4[C:15](=[O:24])[N:16]([CH3:23])[C:17](=[O:22])[N:18]([CH3:21])[C:19]=4[CH3:20])=[CH:12][CH:13]=3)=[C:32]([F:33])[CH:31]=2)=[CH:31][C:32]=1[F:33])[CH2:7][C:8]1[CH:9]=[CH:10][C:11]([C:14]2[C:15](=[O:24])[N:16]([CH3:23])[C:17](=[O:22])[N:18]([CH3:21])[C:19]=2[CH3:20])=[CH:12][CH:13]=1)[CH2:2][CH3:3], predict the reactants needed to synthesize it. The reactants are: [CH2:1]([O:4][C:5](=[O:38])[C@@H:6]([NH:25][C:26](=[O:37])[C:27]1[C:32]([F:33])=[CH:31][C:30]([C:34]#[N:35])=[CH:29][C:28]=1[F:36])[CH2:7][C:8]1[CH:13]=[CH:12][C:11]([C:14]2[C:15](=[O:24])[N:16]([CH3:23])[C:17](=[O:22])[N:18]([CH3:21])[C:19]=2[CH3:20])=[CH:10][CH:9]=1)[CH2:2][CH3:3]. (7) Given the product [Cl:1][C:2]1[CH:7]=[CH:6][CH:5]=[CH:4][C:3]=1[NH:8][C:9](=[O:10])[NH:11][C:12]1[CH:17]=[CH:16][C:15]([C:18]2[O:22][C:21]([C:23]([NH:25][CH:26]([CH:31]([CH3:33])[CH3:32])[C:27]([O:29][CH3:30])=[O:28])=[O:24])=[N:20][CH:19]=2)=[CH:14][CH:13]=1, predict the reactants needed to synthesize it. The reactants are: [Cl:1][C:2]1[CH:7]=[CH:6][CH:5]=[CH:4][C:3]=1[N:8]=[C:9]=[O:10].[NH2:11][C:12]1[CH:17]=[CH:16][C:15]([C:18]2[O:22][C:21]([C:23]([NH:25][CH:26]([CH:31]([CH3:33])[CH3:32])[C:27]([O:29][CH3:30])=[O:28])=[O:24])=[N:20][CH:19]=2)=[CH:14][CH:13]=1.